This data is from Full USPTO retrosynthesis dataset with 1.9M reactions from patents (1976-2016). The task is: Predict the reactants needed to synthesize the given product. (1) The reactants are: [Br:1][C:2]1[CH:3]=[C:4]([CH:8]([C:20]2[CH:25]=[CH:24][CH:23]=[CH:22][C:21]=2[CH3:26])[CH2:9][C:10]([C:12]2[CH:17]=[C:16]([CH3:18])[N:15]=[C:14]([F:19])[CH:13]=2)=O)[CH:5]=[CH:6][CH:7]=1.Cl.[NH2:28][OH:29].C([O-])(O)=O.[Na+]. Given the product [Br:1][C:2]1[CH:3]=[C:4]([CH:8]([C:20]2[CH:25]=[CH:24][CH:23]=[CH:22][C:21]=2[CH3:26])[CH2:9]/[C:10](/[C:12]2[CH:17]=[C:16]([CH3:18])[N:15]=[C:14]([F:19])[CH:13]=2)=[N:28]\[OH:29])[CH:5]=[CH:6][CH:7]=1, predict the reactants needed to synthesize it. (2) The reactants are: [Al].[Br:2][C:3]1[N:7]=[C:6]([Br:8])[N:5]([CH2:9][C:10]([CH3:12])=[CH2:11])[N:4]=1.[BH4-].[Na+].[OH2:15]. Given the product [Br:2][C:3]1[N:7]=[C:6]([Br:8])[N:5]([CH2:9][C:10]([CH3:12])([OH:15])[CH3:11])[N:4]=1, predict the reactants needed to synthesize it. (3) Given the product [Br:10][C:7]1[CH:8]=[CH:9][C:4]([C:2]2[N:11]=[C:12]3[CH:17]=[CH:16][CH:15]=[CH:14][N:13]3[CH:1]=2)=[CH:5][CH:6]=1, predict the reactants needed to synthesize it. The reactants are: [CH3:1][C:2]([C:4]1[CH:9]=[CH:8][C:7]([Br:10])=[CH:6][CH:5]=1)=O.[NH2:11][C:12]1[CH:17]=[CH:16][CH:15]=[CH:14][N:13]=1.[OH-].[Na+]. (4) Given the product [CH3:11][O:10][C:4]1[C:5]([O:8][CH3:9])=[N:6][CH:7]=[C:2]([CH:3]=1)[CH:20]=[O:21], predict the reactants needed to synthesize it. The reactants are: Br[C:2]1[CH:3]=[C:4]([O:10][CH3:11])[C:5]([O:8][CH3:9])=[N:6][CH:7]=1.C([Li])CCC.CN([CH:20]=[O:21])C.